Dataset: Reaction yield outcomes from USPTO patents with 853,638 reactions. Task: Predict the reaction yield, written as a fraction of the theoretical maximum amount of product (1.0 means a 100% yield; for example, 0.34 means a 34% yield). The reactants are [OH:1][B:2]1[C:6]2[CH:7]=[C:8]([NH:11][C:12](=[O:34])[C@H:13]([NH:26]C(=O)OC(C)(C)C)[CH2:14][CH2:15][C:16]3[CH:21]=[CH:20][C:19]([C:22]([F:25])([F:24])[F:23])=[CH:18][CH:17]=3)[CH:9]=[CH:10][C:5]=2[C:4]([CH3:36])([CH3:35])[O:3]1. The catalyst is Cl.CCOC(C)=O. The product is [NH2:26][C@H:13]([CH2:14][CH2:15][C:16]1[CH:17]=[CH:18][C:19]([C:22]([F:24])([F:25])[F:23])=[CH:20][CH:21]=1)[C:12]([NH:11][C:8]1[CH:9]=[CH:10][C:5]2[C:4]([CH3:36])([CH3:35])[O:3][B:2]([OH:1])[C:6]=2[CH:7]=1)=[O:34]. The yield is 0.970.